This data is from CYP2D6 inhibition data for predicting drug metabolism from PubChem BioAssay. The task is: Regression/Classification. Given a drug SMILES string, predict its absorption, distribution, metabolism, or excretion properties. Task type varies by dataset: regression for continuous measurements (e.g., permeability, clearance, half-life) or binary classification for categorical outcomes (e.g., BBB penetration, CYP inhibition). Dataset: cyp2d6_veith. (1) The molecule is COc1ccc(S(=O)(=O)N2CCCN(CC(=O)Nc3ccc(OC)c(Cl)c3)CC2)cc1. The result is 1 (inhibitor). (2) The compound is COc1ccc(C2C(C#N)=C(N)N(Nc3ccccc3)C3=C2C(=O)CC(C)(C)C3)cc1C. The result is 0 (non-inhibitor). (3) The compound is O=c1c(-c2ccc(Cl)cc2)nc2cnc(N3CCNCC3)nc2n1Cc1cccs1. The result is 0 (non-inhibitor). (4) The compound is CS(=O)(=O)O.OC(CCN1CCCCC1)(c1ccccc1)c1ccccc1. The result is 1 (inhibitor). (5) The result is 0 (non-inhibitor). The drug is COc1ccc(OCC(=O)Nc2ccc(Cl)cc2C(=O)c2ccccc2)cc1. (6) The molecule is O=C(CCCCC(=O)Nc1c(I)cc(I)c(C(=O)O)c1I)Nc1c(I)cc(I)c(C(=O)O)c1I. The result is 0 (non-inhibitor). (7) The compound is CCOc1cc(/C=C2\CCC/C(=C\c3cc(Cl)c(O)c(OCC)c3)C2=O)cc(Cl)c1O. The result is 0 (non-inhibitor). (8) The compound is COCC(=O)N1CCC2(CCN(Cc3ccccc3OC)CC2)CC1. The result is 1 (inhibitor).